From a dataset of Forward reaction prediction with 1.9M reactions from USPTO patents (1976-2016). Predict the product of the given reaction. (1) The product is: [NH2:29][C@@H:28]1[C@H:24]([NH:23][C:18]2[N:17]=[CH:16][C:15]3[C:20](=[CH:21][CH:22]=[C:13]([C:3]4[C:2]([Cl:1])=[C:7]([O:8][CH3:9])[CH:6]=[C:5]([O:10][CH3:11])[C:4]=4[Cl:12])[CH:14]=3)[N:19]=2)[CH2:25][N:26]([C:39]([O:41][C:42]([CH3:45])([CH3:44])[CH3:43])=[O:40])[CH2:27]1. Given the reactants [Cl:1][C:2]1[C:7]([O:8][CH3:9])=[CH:6][C:5]([O:10][CH3:11])=[C:4]([Cl:12])[C:3]=1[C:13]1[CH:14]=[C:15]2[C:20](=[CH:21][CH:22]=1)[N:19]=[C:18]([NH:23][C@H:24]1[C@@H:28]([NH:29]C(OCC[Si](C)(C)C)=O)[CH2:27][N:26]([C:39]([O:41][C:42]([CH3:45])([CH3:44])[CH3:43])=[O:40])[CH2:25]1)[N:17]=[CH:16]2.CCCC[N+](CCCC)(CCCC)CCCC.[F-], predict the reaction product. (2) Given the reactants [F:1][C:2]1[CH:3]=[C:4]2[C:9](=[CH:10][C:11]=1[F:12])[NH:8][CH:7]=[C:6]([C:13]#[N:14])[C:5]2=[O:15].[F:16][C:17]1[CH:24]=[C:23]([F:25])[CH:22]=[CH:21][C:18]=1[CH2:19]Cl, predict the reaction product. The product is: [F:16][C:17]1[CH:24]=[C:23]([F:25])[CH:22]=[CH:21][C:18]=1[CH2:19][N:8]1[C:9]2[C:4](=[CH:3][C:2]([F:1])=[C:11]([F:12])[CH:10]=2)[C:5](=[O:15])[C:6]([C:13]#[N:14])=[CH:7]1.